From a dataset of Forward reaction prediction with 1.9M reactions from USPTO patents (1976-2016). Predict the product of the given reaction. (1) Given the reactants [CH3:1][C:2](=[O:6])[CH2:3][CH2:4][CH3:5].[Li+].C[Si]([N-][Si](C)(C)C)(C)C.[C:17](Cl)(=O)CCC.[NH2:23][CH:24]=[CH:25][C:26](=O)[C:27](F)(F)F.[F:32][C:33]([F:38])([F:37])[C:34](O)=O, predict the reaction product. The product is: [C:2]([C:3]1[C:24]([CH2:25][CH2:26][CH3:27])=[N:23][C:34]([C:33]([F:38])([F:37])[F:32])=[CH:5][CH:4]=1)(=[O:6])[CH2:1][CH3:17]. (2) Given the reactants C[C:2]1[CH:7]=[CH:6][CH:5]=[C:4](C)[C:3]=1[NH:9][C:10](=[O:13])[CH2:11][Cl:12].[C:14]([O:17]C1C=CC(N)=CC=1)(=[O:16])[CH3:15], predict the reaction product. The product is: [C:14]([O:17][C:6]1[CH:7]=[CH:2][C:3]([NH:9][C:10](=[O:13])[CH2:11][Cl:12])=[CH:4][CH:5]=1)(=[O:16])[CH3:15]. (3) Given the reactants O.[OH-].[Li+].[C:4]([O:8][C:9]([NH:11][C:12]1[CH:17]=[CH:16][CH:15]=[CH:14][C:13]=1[C:18]1[N:19]([CH2:37][CH2:38][C:39]([O:41]C)=[O:40])[C:20]2[C:25]([C:26]=1[CH:27]1[CH2:32][CH2:31][CH2:30][CH2:29][CH2:28]1)=[CH:24][CH:23]=[C:22]([C:33]([O:35][CH3:36])=[O:34])[CH:21]=2)=[O:10])([CH3:7])([CH3:6])[CH3:5], predict the reaction product. The product is: [C:4]([O:8][C:9]([NH:11][C:12]1[CH:17]=[CH:16][CH:15]=[CH:14][C:13]=1[C:18]1[N:19]([CH2:37][CH2:38][C:39]([OH:41])=[O:40])[C:20]2[C:25]([C:26]=1[CH:27]1[CH2:28][CH2:29][CH2:30][CH2:31][CH2:32]1)=[CH:24][CH:23]=[C:22]([C:33]([O:35][CH3:36])=[O:34])[CH:21]=2)=[O:10])([CH3:7])([CH3:5])[CH3:6]. (4) The product is: [CH3:58][CH2:57][CH2:56][CH2:55][CH2:54][CH2:53][O:52][C:50](/[N:38]=[C:36](\[NH2:37])/[C:33]1[CH:32]=[CH:31][C:30]([NH:29][CH2:28][C:26]2[N:25]([CH3:39])[C:24]3[CH:40]=[CH:41][C:21]([C:19]([N:18]([C:13]4[CH:14]=[CH:15][CH:16]=[CH:17][N:12]=4)[CH2:42][CH2:43][C:44]([O:46][CH2:47][CH3:48])=[O:45])=[O:20])=[CH:22][C:23]=3[N:27]=2)=[CH:35][CH:34]=1)=[O:51]. Given the reactants S(C1C=CC(C)=CC=1)(O)(=O)=O.[N:12]1[CH:17]=[CH:16][CH:15]=[CH:14][C:13]=1[N:18]([CH2:42][CH2:43][C:44]([O:46][CH2:47][CH3:48])=[O:45])[C:19]([C:21]1[CH:41]=[CH:40][C:24]2[N:25]([CH3:39])[C:26]([CH2:28][NH:29][C:30]3[CH:35]=[CH:34][C:33]([C:36](=[NH:38])[NH2:37])=[CH:32][CH:31]=3)=[N:27][C:23]=2[CH:22]=1)=[O:20].Cl[C:50]([O:52][CH2:53][CH2:54][CH2:55][CH2:56][CH2:57][CH3:58])=[O:51].C(=O)([O-])[O-].[K+].[K+], predict the reaction product. (5) Given the reactants [CH3:1][O:2][C:3]([C:5]1[CH:14]=[C:13]([C:15]([O:17][CH3:18])=[O:16])[C:12]2[C:7](=[C:8]([O:27]C)[CH:9]=[C:10]3[CH:21]=[C:20]([C:22]([O:24][CH2:25][CH3:26])=[O:23])[NH:19][C:11]3=2)[N:6]=1)=[O:4].C(#N)C.[N+]([O-])([O-])=[O:33].[NH4+], predict the reaction product. The product is: [CH3:1][O:2][C:3]([C:5]1[CH:14]=[C:13]([C:15]([O:17][CH3:18])=[O:16])[C:12]2[C:11]3[NH:19][C:20]([C:22]([O:24][CH2:25][CH3:26])=[O:23])=[CH:21][C:10]=3[C:9](=[O:33])[C:8](=[O:27])[C:7]=2[N:6]=1)=[O:4].